Dataset: Reaction yield outcomes from USPTO patents with 853,638 reactions. Task: Predict the reaction yield, written as a fraction of the theoretical maximum amount of product (1.0 means a 100% yield; for example, 0.34 means a 34% yield). (1) The reactants are [C:1](N)(=[S:3])[CH3:2].Cl.O1CCOCC1.[F:12][C:13]1[CH:20]=[CH:19][C:18]([C:21]2[N:22]=[C:23]([CH:33]([CH3:35])[CH3:34])[NH:24][C:25]=2[C:26]2[CH:31]=[CH:30][CH:29]=[C:28]([CH3:32])[N:27]=2)=[CH:17][C:14]=1[C:15]#[N:16].C(=O)(O)[O-].[Na+].C(OC(OCC)CBr)C.Cl. The catalyst is CN(C)C=O. The product is [F:12][C:13]1[CH:20]=[CH:19][C:18]([C:21]2[N:22]=[C:23]([CH:33]([CH3:35])[CH3:34])[NH:24][C:25]=2[C:26]2[CH:31]=[CH:30][CH:29]=[C:28]([CH3:32])[N:27]=2)=[CH:17][C:14]=1[C:15]1[S:3][CH:1]=[CH:2][N:16]=1. The yield is 0.520. (2) The reactants are [F:1][C:2]1[CH:7]=[CH:6][C:5]([C:8]2[CH:16]=[CH:15][CH:14]=[C:13]3[C:9]=2[CH2:10][C:11](=[O:17])[NH:12]3)=[CH:4][CH:3]=1.[CH2:18]([N:20]([CH2:34][CH3:35])[CH2:21][CH2:22][NH:23][C:24]([C:26]1[C:30]([CH3:31])=[C:29]([CH:32]=O)[NH:28][CH:27]=1)=[O:25])[CH3:19]. The catalyst is C(O)C.N1CCCCC1. The product is [CH2:34]([N:20]([CH2:18][CH3:19])[CH2:21][CH2:22][NH:23][C:24]([C:26]1[C:30]([CH3:31])=[C:29]([CH:32]=[C:10]2[C:9]3[C:13](=[CH:14][CH:15]=[CH:16][C:8]=3[C:5]3[CH:4]=[CH:3][C:2]([F:1])=[CH:7][CH:6]=3)[NH:12][C:11]2=[O:17])[NH:28][CH:27]=1)=[O:25])[CH3:35]. The yield is 0.860. (3) The reactants are [Cl:1][C:2]1[CH:7]=[CH:6][C:5]([C:8]([C:15]2[CH:20]=[CH:19][C:18]([I:21])=[CH:17][CH:16]=2)([OH:14])[CH2:9][NH:10][CH2:11][CH2:12]O)=[CH:4][CH:3]=1.OS(O)(=O)=O. The catalyst is C(Cl)Cl.C(OCC)(=O)C. The product is [Cl:1][C:2]1[CH:7]=[CH:6][C:5]([C:8]2([C:15]3[CH:20]=[CH:19][C:18]([I:21])=[CH:17][CH:16]=3)[O:14][CH2:12][CH2:11][NH:10][CH2:9]2)=[CH:4][CH:3]=1. The yield is 0.430. (4) The reactants are [NH2:1][C:2]1[C:9]([N+:10]([O-:12])=[O:11])=[C:8]([CH3:13])[C:7]([N+:14]([O-:16])=[O:15])=[CH:6][C:3]=1[C:4]#[N:5].CO[CH:19](OC)[N:20]([CH3:22])[CH3:21]. The catalyst is C1(C)C=CC=CC=1. The product is [C:4]([C:3]1[C:2]([N:1]=[CH:19][N:20]([CH3:22])[CH3:21])=[C:9]([N+:10]([O-:12])=[O:11])[C:8]([CH3:13])=[C:7]([N+:14]([O-:16])=[O:15])[CH:6]=1)#[N:5]. The yield is 0.990. (5) The reactants are C(OC([N:8]1[CH2:12][CH2:11][CH2:10][CH:9]1[C:13](=[O:28])[NH:14][C:15]1[CH:20]=[CH:19][C:18]([C:21]2[CH:26]=[CH:25][C:24]([Br:27])=[CH:23][CH:22]=2)=[CH:17][CH:16]=1)=O)(C)(C)C.Cl.[CH3:30][O:31][C:32]([NH:34][CH:35]([CH:39]([CH3:41])[CH3:40])[C:36](O)=[O:37])=[O:33].CN(C(ON1N=NC2C=CC=NC1=2)=[N+](C)C)C.F[P-](F)(F)(F)(F)F.CCN(C(C)C)C(C)C. The catalyst is CO.C(OCC)(=O)C.CN(C=O)C. The product is [CH3:30][O:31][C:32](=[O:33])[NH:34][CH:35]([C:36]([N:8]1[CH2:12][CH2:11][CH2:10][CH:9]1[C:13](=[O:28])[NH:14][C:15]1[CH:16]=[CH:17][C:18]([C:21]2[CH:26]=[CH:25][C:24]([Br:27])=[CH:23][CH:22]=2)=[CH:19][CH:20]=1)=[O:37])[CH:39]([CH3:41])[CH3:40]. The yield is 0.930. (6) The reactants are [NH2:1][C:2]1[CH:7]=[CH:6][C:5]([CH2:8][C@H:9]([NH:14][C:15]([O:17][C:18]([CH3:21])([CH3:20])[CH3:19])=[O:16])[C:10]([O:12][CH3:13])=[O:11])=[CH:4][CH:3]=1.[Cl:22]N1C(=O)CCC1=O. The catalyst is CN(C=O)C. The product is [NH2:1][C:2]1[CH:3]=[CH:4][C:5]([CH2:8][C@H:9]([NH:14][C:15]([O:17][C:18]([CH3:21])([CH3:20])[CH3:19])=[O:16])[C:10]([O:12][CH3:13])=[O:11])=[CH:6][C:7]=1[Cl:22]. The yield is 0.610. (7) The reactants are [CH:1]1([N:7]2[CH2:11][CH2:10][CH2:9][C:8]2=[O:12])[CH2:6][CH2:5][CH2:4][CH2:3][CH2:2]1.[Li+].CC([N-]C(C)C)C.[Cl:21][C:22]1[CH:29]=[C:28]([Cl:30])[CH:27]=[CH:26][C:23]=1[CH:24]=[O:25]. No catalyst specified. The product is [CH:1]1([N:7]2[CH2:11][CH2:10][CH:9]([CH:24]([C:23]3[CH:26]=[CH:27][C:28]([Cl:30])=[CH:29][C:22]=3[Cl:21])[OH:25])[C:8]2=[O:12])[CH2:2][CH2:3][CH2:4][CH2:5][CH2:6]1. The yield is 0.530. (8) The reactants are [Cl:1][C:2]1[CH:7]=[C:6]([F:8])[CH:5]=[CH:4][C:3]=1[C@H:9]1[CH2:14][C@H:13]([C:15]2[O:19][NH:18][C:17](=[O:20])[CH:16]=2)[CH2:12][CH2:11][N:10]1C(OC)=O.Br. No catalyst specified. The product is [Cl:1][C:2]1[CH:7]=[C:6]([F:8])[CH:5]=[CH:4][C:3]=1[C@H:9]1[CH2:14][C@H:13]([C:15]2[O:19][NH:18][C:17](=[O:20])[CH:16]=2)[CH2:12][CH2:11][NH:10]1. The yield is 0.860.